Dataset: Catalyst prediction with 721,799 reactions and 888 catalyst types from USPTO. Task: Predict which catalyst facilitates the given reaction. (1) Reactant: C(N(CC)CC)C.Br.[OH:9][C:10]1[CH:11]=[C:12]([CH:15]=[CH:16][CH:17]=1)[CH2:13][NH2:14].[NH2:18][C:19]1[N:27]=[CH:26][CH:25]=[CH:24][C:20]=1[C:21](O)=[O:22].CN([P+](ON1N=NC2C=CC=CC1=2)(N(C)C)N(C)C)C.F[P-](F)(F)(F)(F)F. Product: [OH:9][C:10]1[CH:11]=[C:12]([CH2:13][NH:14][C:21](=[O:22])[C:20]2[CH:24]=[CH:25][CH:26]=[N:27][C:19]=2[NH2:18])[CH:15]=[CH:16][CH:17]=1. The catalyst class is: 136. (2) Reactant: [Cl:1][C:2]1[CH:3]=[C:4]2[C:9](=[CH:10][C:11]=1[C:12](O)=[O:13])[N:8]=[CH:7][N:6]=[C:5]2[NH:15][CH:16]([C:18]1[NH:22][C:21]2[CH:23]=[CH:24][C:25]([Cl:27])=[CH:26][C:20]=2[N:19]=1)[CH3:17].FC1C(OC(N(C)C)=[N+](C)C)=C(F)C(F)=C(F)C=1F.F[P-](F)(F)(F)(F)F.C(N(C(C)C)CC)(C)C.[C:63]1([NH:69][CH2:70][C@@H:71]2[CH2:75][CH2:74][CH2:73][NH:72]2)[CH:68]=[CH:67][CH:66]=[CH:65][CH:64]=1. Product: [Cl:1][C:2]1[CH:3]=[C:4]2[C:9](=[CH:10][C:11]=1[C:12]([N:72]1[CH2:73][CH2:74][CH2:75][C@H:71]1[CH2:70][NH:69][C:63]1[CH:68]=[CH:67][CH:66]=[CH:65][CH:64]=1)=[O:13])[N:8]=[CH:7][N:6]=[C:5]2[NH:15][CH:16]([C:18]1[NH:22][C:21]2[CH:23]=[CH:24][C:25]([Cl:27])=[CH:26][C:20]=2[N:19]=1)[CH3:17]. The catalyst class is: 16.